Dataset: Forward reaction prediction with 1.9M reactions from USPTO patents (1976-2016). Task: Predict the product of the given reaction. The product is: [C:20]1([CH:19]([C:26]2[CH:31]=[CH:30][CH:29]=[CH:28][CH:27]=2)[CH2:18][NH:17][C:4]2[N:3]=[C:2]([C:32]([O:33][CH2:38][CH3:39])=[O:35])[N:10]=[C:9]3[C:5]=2[N:6]=[CH:7][N:8]3[CH:11]2[CH2:16][CH2:15][CH2:14][CH2:13][O:12]2)[CH:25]=[CH:24][CH:23]=[CH:22][CH:21]=1. Given the reactants Cl[C:2]1[N:10]=[C:9]2[C:5]([N:6]=[CH:7][N:8]2[CH:11]2[CH2:16][CH2:15][CH2:14][CH2:13][O:12]2)=[C:4]([NH:17][CH2:18][CH:19]([C:26]2[CH:31]=[CH:30][CH:29]=[CH:28][CH:27]=2)[C:20]2[CH:25]=[CH:24][CH:23]=[CH:22][CH:21]=2)[N:3]=1.[C:32](=[O:35])([O-])[O-:33].[Na+].[Na+].[CH2:38](O)[CH3:39], predict the reaction product.